Dataset: NCI-60 drug combinations with 297,098 pairs across 59 cell lines. Task: Regression. Given two drug SMILES strings and cell line genomic features, predict the synergy score measuring deviation from expected non-interaction effect. (1) Cell line: SK-MEL-2. Synergy scores: CSS=9.07, Synergy_ZIP=-0.233, Synergy_Bliss=-1.62, Synergy_Loewe=-60.5, Synergy_HSA=-5.92. Drug 1: C(=O)(N)NO. Drug 2: CC1C(C(CC(O1)OC2CC(CC3=C2C(=C4C(=C3O)C(=O)C5=CC=CC=C5C4=O)O)(C(=O)C)O)N)O. (2) Drug 1: CC12CCC3C(C1CCC2=O)CC(=C)C4=CC(=O)C=CC34C. Drug 2: CC1C(C(CC(O1)OC2CC(CC3=C2C(=C4C(=C3O)C(=O)C5=C(C4=O)C(=CC=C5)OC)O)(C(=O)CO)O)N)O.Cl. Cell line: 786-0. Synergy scores: CSS=39.2, Synergy_ZIP=-0.300, Synergy_Bliss=-2.98, Synergy_Loewe=-6.55, Synergy_HSA=-2.48. (3) Drug 1: C1CN1P(=S)(N2CC2)N3CC3. Drug 2: C(CN)CNCCSP(=O)(O)O. Cell line: SF-268. Synergy scores: CSS=3.65, Synergy_ZIP=-2.29, Synergy_Bliss=-1.24, Synergy_Loewe=-10.9, Synergy_HSA=-2.28.